Dataset: Reaction yield outcomes from USPTO patents with 853,638 reactions. Task: Predict the reaction yield, written as a fraction of the theoretical maximum amount of product (1.0 means a 100% yield; for example, 0.34 means a 34% yield). (1) The reactants are C1C2C(COC([N:18]3[C:23]4[CH:24]=[CH:25][C:26]([C:28]5[NH:29][C:30]([C:33]#[N:34])=[CH:31][CH:32]=5)=[CH:27][C:22]=4[C:21]([CH3:36])([CH3:35])[O:20][CH:19]3[CH3:37])=O)C3C(=CC=CC=3)C=2C=CC=1.S([O-])([O-])(=O)=O.[NH4+].[NH4+]. The catalyst is N1CCCCC1.CN(C=O)C. The product is [CH3:37][CH:19]1[O:20][C:21]([CH3:36])([CH3:35])[C:22]2[CH:27]=[C:26]([C:28]3[NH:29][C:30]([C:33]#[N:34])=[CH:31][CH:32]=3)[CH:25]=[CH:24][C:23]=2[NH:18]1. The yield is 0.560. (2) The reactants are C([N:8]1[CH2:24][CH2:23][C:11]2([CH2:15][N:14]([C:16]([O:18][C:19]([CH3:22])([CH3:21])[CH3:20])=[O:17])[CH2:13][CH2:12]2)[CH2:10][CH2:9]1)C1C=CC=CC=1. The catalyst is CO.[OH-].[OH-].[Pd+2]. The product is [CH2:15]1[C:11]2([CH2:10][CH2:9][NH:8][CH2:24][CH2:23]2)[CH2:12][CH2:13][N:14]1[C:16]([O:18][C:19]([CH3:22])([CH3:21])[CH3:20])=[O:17]. The yield is 1.00. (3) The reactants are [BH4-].[Na+].CC1C2C(C)(C)C(C2)CC=1.B(F)(F)F.[C:17]1([CH:23]([C:29]2[CH:34]=[CH:33][CH:32]=[CH:31][CH:30]=2)[N:24]2[CH2:28][CH:27]=[CH:26][CH2:25]2)[CH:22]=[CH:21][CH:20]=[CH:19][CH:18]=1.[OH:35]O.[OH-].[Na+]. The catalyst is O1CCCC1. The product is [C:17]1([CH:23]([C:29]2[CH:34]=[CH:33][CH:32]=[CH:31][CH:30]=2)[N:24]2[CH2:28][CH2:27][C@H:26]([OH:35])[CH2:25]2)[CH:18]=[CH:19][CH:20]=[CH:21][CH:22]=1. The yield is 0.790. (4) The product is [Br:15][C:13]1[NH:12][CH:11]=[C:10]([CH2:9][N:7]([CH3:8])[C:6](=[O:25])[O:5][C:1]([CH3:2])([CH3:3])[CH3:4])[CH:14]=1. The yield is 0.610. The catalyst is O1CCCC1.CO.[OH-].[Na+]. The reactants are [C:1]([O:5][C:6](=[O:25])[N:7]([CH2:9][C:10]1[CH:14]=[C:13]([Br:15])[N:12](S(C2C=CC=CC=2)(=O)=O)[CH:11]=1)[CH3:8])([CH3:4])([CH3:3])[CH3:2].O. (5) The product is [Cl:1][C:2]1[CH:7]=[C:6]([N+:8]([O-:10])=[O:9])[CH:5]=[C:4]([Cl:11])[C:3]=1[S:13][C:14]1[CH:21]=[CH:20][C:17]([C:18]#[N:19])=[CH:16][CH:15]=1. The catalyst is C(Cl)Cl.O. The reactants are [Cl:1][C:2]1[CH:7]=[C:6]([N+:8]([O-:10])=[O:9])[CH:5]=[C:4]([Cl:11])[C:3]=1F.[SH:13][C:14]1[CH:21]=[CH:20][C:17]([C:18]#[N:19])=[CH:16][CH:15]=1.C(=O)([O-])[O-].[K+].[K+].CN(C)C=O. The yield is 0.564. (6) The reactants are [CH2:1]([C:12]1[N:16]=[C:15]([C:17]2[CH:24]=[CH:23][C:20]([CH:21]=O)=[CH:19][CH:18]=2)[O:14][N:13]=1)[CH2:2][CH2:3][CH2:4][CH2:5][CH2:6][CH2:7][CH2:8][CH2:9][CH2:10][CH3:11].[F:25][C:26]([F:37])([F:36])[C:27]1[CH:32]=[CH:31][C:30]([C@H:33]([NH2:35])[CH3:34])=[CH:29][CH:28]=1. No catalyst specified. The product is [F:25][C:26]([F:36])([F:37])[C:27]1[CH:28]=[CH:29][C:30]([C@H:33]([NH:35][CH2:21][C:20]2[CH:23]=[CH:24][C:17]([C:15]3[O:14][N:13]=[C:12]([CH2:1][CH2:2][CH2:3][CH2:4][CH2:5][CH2:6][CH2:7][CH2:8][CH2:9][CH2:10][CH3:11])[N:16]=3)=[CH:18][CH:19]=2)[CH3:34])=[CH:31][CH:32]=1. The yield is 0.710. (7) The reactants are [C:1]([O:4][C@H:5]1[C@H:10]([O:11][C:12](=[O:14])[CH3:13])[C@@H:9]([CH2:15][O:16][C:17](=[O:19])[CH3:18])[O:8][C@H:7](Br)[C@@H:6]1[NH:21][C:22](=[C:24]1[C:29](=[O:30])[CH2:28][C:27]([CH3:32])([CH3:31])[CH2:26][C:25]1=[O:33])[CH3:23])(=[O:3])[CH3:2].C(=O)([O-])O.[Na+].[N-:39]=[N+:40]=[N-:41].[Na+]. The product is [N:39]([C@H:7]1[O:8][C@H:9]([CH2:15][O:16][C:17](=[O:19])[CH3:18])[C@@H:10]([O:11][C:12](=[O:14])[CH3:13])[C@H:5]([O:4][C:1](=[O:3])[CH3:2])[C@H:6]1[NH:21][C:22](=[C:24]1[C:29](=[O:30])[CH2:28][C:27]([CH3:32])([CH3:31])[CH2:26][C:25]1=[O:33])[CH3:23])=[N+:40]=[N-:41]. The catalyst is C(OCC)(=O)C.S([O-])(O)(=O)=O.C([N+](CCCC)(CCCC)CCCC)CCC. The yield is 0.750. (8) The reactants are Br[C:2]1[C:3]([N:14]2[CH2:19][CH2:18][O:17][CH2:16][CH:15]2[C:20]([NH:22][CH2:23][C:24]2[CH:29]=[CH:28][C:27]([S:30]([CH3:33])(=[O:32])=[O:31])=[CH:26][CH:25]=2)=[O:21])=[N:4][C:5]([N:8]2[CH:12]=[CH:11][N:10]=[C:9]2[CH3:13])=[N:6][CH:7]=1.CC1(C)C2C(=C(P(C3C=CC=CC=3)C3C=CC=CC=3)C=CC=2)OC2C(P(C3C=CC=CC=3)C3C=CC=CC=3)=CC=CC1=2.P([O-])([O-])([O-])=O.[K+].[K+].[K+].C(O)(C)(C)C. The catalyst is O1CCOCC1.C([O-])(=O)C.[Pd+2].C([O-])(=O)C.O. The product is [CH3:13][C:9]1[N:8]([C:5]2[N:6]=[CH:7][C:2]3[N:22]([CH2:23][C:24]4[CH:29]=[CH:28][C:27]([S:30]([CH3:33])(=[O:31])=[O:32])=[CH:26][CH:25]=4)[C:20](=[O:21])[CH:15]4[CH2:16][O:17][CH2:18][CH2:19][N:14]4[C:3]=3[N:4]=2)[CH:12]=[CH:11][N:10]=1. The yield is 0.638. (9) The reactants are [CH3:1][O:2][C:3]1[C:8]([O:9][CH3:10])=[CH:7][CH:6]=[CH:5][C:4]=1[OH:11].F[C:13]1[CH:18]=[CH:17][CH:16]=[C:15]([F:19])[C:14]=1[N+:20]([O-:22])=[O:21].COC1C(OC)=CC=CC=1OC1C=CC=C(F)C=1N.NC1SC=CN=1. The catalyst is COC1C(OC)=CC=CC=1OC1C=CC=C(F)C=1NC(NC1SC=CN=1)=O. The product is [CH3:1][O:2][C:3]1[C:8]([O:9][CH3:10])=[CH:7][CH:6]=[CH:5][C:4]=1[O:11][C:13]1[CH:18]=[CH:17][CH:16]=[C:15]([F:19])[C:14]=1[N+:20]([O-:22])=[O:21]. The yield is 0.720. (10) The reactants are Cl[C:2]1[CH:7]=[C:6]([Cl:8])[N:5]=[C:4]([O:9][CH3:10])[N:3]=1.Cl.[F:12][C:13]1([F:25])[O:17][C:16]2[CH:18]=[CH:19][C:20]([CH2:22][CH2:23][NH2:24])=[CH:21][C:15]=2[O:14]1.C(=O)(O)[O-].[Na+]. The catalyst is CCO. The product is [Cl:8][C:6]1[N:5]=[C:4]([O:9][CH3:10])[N:3]=[C:2]([NH:24][CH2:23][CH2:22][C:20]2[CH:19]=[CH:18][C:16]3[O:17][C:13]([F:25])([F:12])[O:14][C:15]=3[CH:21]=2)[CH:7]=1. The yield is 0.790.